From a dataset of Catalyst prediction with 721,799 reactions and 888 catalyst types from USPTO. Predict which catalyst facilitates the given reaction. (1) Reactant: [CH3:1][C:2]1([CH3:12])[C:6]2[CH:7]=[CH:8][CH:9]=[CH:10][C:5]=2[O:4][C:3]1=[O:11].[NH3:13]. Product: [OH:4][C:5]1[CH:10]=[CH:9][CH:8]=[CH:7][C:6]=1[C:2]([CH3:12])([CH3:1])[C:3]([NH2:13])=[O:11]. The catalyst class is: 5. (2) Reactant: [CH3:1][O:2][C:3](=[O:24])[C@H:4]([CH2:16][C:17]1[CH:22]=[CH:21][C:20]([NH2:23])=[CH:19][CH:18]=1)[NH:5][C:6](=[O:15])[C:7]1[C:12]([Cl:13])=[CH:11][CH:10]=[CH:9][C:8]=1[Cl:14].C(Cl)CCl.Cl.C1C=NC2N(O)N=NC=2C=1.[NH2:40][C:41]1[C:46]([C:47](O)=[O:48])=[CH:45][N:44]=[CH:43][N:42]=1. Product: [CH3:1][O:2][C:3](=[O:24])[C@H:4]([CH2:16][C:17]1[CH:18]=[CH:19][C:20]([NH:23][C:47]([C:46]2[C:41]([NH2:40])=[N:42][CH:43]=[N:44][CH:45]=2)=[O:48])=[CH:21][CH:22]=1)[NH:5][C:6](=[O:15])[C:7]1[C:8]([Cl:14])=[CH:9][CH:10]=[CH:11][C:12]=1[Cl:13]. The catalyst class is: 236. (3) Reactant: [OH:1][CH:2]([CH2:23][O:24][C:25]1[CH:26]=[CH:27][C:28]2[S:32][C:31]([CH3:33])=[N:30][C:29]=2[CH:34]=1)[CH2:3][N:4]1[CH2:9][CH2:8][N:7]([CH2:10][CH2:11][N:12]2C(=O)C3C=CC=CC=3C2=O)[CH2:6][CH2:5]1.O.NN.Cl. Product: [NH2:12][CH2:11][CH2:10][N:7]1[CH2:8][CH2:9][N:4]([CH2:3][C@@H:2]([OH:1])[CH2:23][O:24][C:25]2[CH:26]=[CH:27][C:28]3[S:32][C:31]([CH3:33])=[N:30][C:29]=3[CH:34]=2)[CH2:5][CH2:6]1. The catalyst class is: 5. (4) Product: [CH2:1]([N:8]1[CH2:9][CH:10]([C:16]2[CH:17]=[CH:18][C:19]([C:20]#[N:21])=[CH:22][CH:23]=2)[CH:11]([CH:13]([O:15][C:27]2[CH:34]=[CH:33][C:30]([C:31]#[N:32])=[CH:29][N:28]=2)[CH3:14])[CH2:12]1)[C:2]1[CH:3]=[CH:4][CH:5]=[CH:6][CH:7]=1. The catalyst class is: 3. Reactant: [CH2:1]([N:8]1[CH2:12][CH:11]([CH:13]([OH:15])[CH3:14])[CH:10]([C:16]2[CH:23]=[CH:22][C:19]([C:20]#[N:21])=[CH:18][CH:17]=2)[CH2:9]1)[C:2]1[CH:7]=[CH:6][CH:5]=[CH:4][CH:3]=1.[H-].[Na+].Cl[C:27]1[CH:34]=[CH:33][C:30]([C:31]#[N:32])=[CH:29][N:28]=1. (5) Reactant: C([C:5]1[C:6]([CH2:23][C:24]([CH2:39][C:40]2[CH:45]=[CH:44][C:43](C(P(OC(C)(C)C)(OC(C)(C)C)=O)(F)F)=[C:42]([Br:61])[CH:41]=2)([C:33]2[CH:38]=[CH:37][CH:36]=[CH:35][CH:34]=2)[C:25](=[O:32])[C:26]2[CH:31]=[CH:30][CH:29]=[CH:28][CH:27]=2)=[C:7](C(C)(C)C)[C:8]([Br:18])=[C:9]([C:11]([P:14](=[O:17])([O-:16])[O-:15])([F:13])[F:12])[CH:10]=1)(C)(C)C. Product: [Br:61][C:42]1[CH:41]=[C:40]([CH2:39][C:24]([CH2:23][C:6]2[CH:5]=[CH:10][C:9]([C:11]([F:13])([F:12])[P:14]([OH:16])([OH:15])=[O:17])=[C:8]([Br:18])[CH:7]=2)([C:33]2[CH:38]=[CH:37][CH:36]=[CH:35][CH:34]=2)[C:25](=[O:32])[C:26]2[CH:31]=[CH:30][CH:29]=[CH:28][CH:27]=2)[CH:45]=[CH:44][C:43]=1[O:16][P:14]([CH:11]([F:13])[F:12])(=[O:15])[OH:17]. The catalyst class is: 313.